From a dataset of Reaction yield outcomes from USPTO patents with 853,638 reactions. Predict the reaction yield, written as a fraction of the theoretical maximum amount of product (1.0 means a 100% yield; for example, 0.34 means a 34% yield). (1) The reactants are C([N-]C(C)C)(C)C.[Li+].[F:9][C:10]([F:24])([F:23])[CH:11]([C:17]1[CH:22]=[CH:21][CH:20]=[CH:19][CH:18]=1)[CH2:12][C:13]([O:15][CH3:16])=[O:14].CC(C1C=C(C(C)C)C(S([N:40]=[N+:41]=[N-:42])(=O)=O)=C(C(C)C)C=1)C.CC(O)=O. The catalyst is C1COCC1. The product is [CH3:16][O:15][C:13](=[O:14])[CH:12]([N:40]=[N+:41]=[N-:42])[CH:11]([C:17]1[CH:22]=[CH:21][CH:20]=[CH:19][CH:18]=1)[C:10]([F:23])([F:24])[F:9]. The yield is 0.350. (2) The reactants are [H-].[Na+].[F:3][CH2:4][CH2:5][OH:6].[Br:7][C:8]1[CH:9]=[C:10]([CH:13]=[CH:14][CH:15]=1)[CH2:11]Br.[Cl-].[NH4+]. The catalyst is C1COCC1. The product is [Br:7][C:8]1[CH:15]=[CH:14][CH:13]=[C:10]([CH2:11][O:6][CH2:5][CH2:4][F:3])[CH:9]=1. The yield is 0.580. (3) The reactants are [F:1][C:2]1([F:16])[CH2:7][CH2:6][C@@H:5]([C:8]([O:10]C)=[O:9])[C@H:4]([C:12]([O:14][CH3:15])=[O:13])[CH2:3]1. The catalyst is P([O-])([O-])([O-])=O.CS(C)=O. The product is [F:1][C:2]1([F:16])[CH2:7][CH2:6][C@@H:5]([C:8]([OH:10])=[O:9])[C@H:4]([C:12]([O:14][CH3:15])=[O:13])[CH2:3]1. The yield is 0.940. (4) The reactants are [O:1]1[CH2:5][CH2:4][CH:3]([CH2:6][OH:7])[CH2:2]1.[C:8]1([CH3:18])[CH:13]=[CH:12][C:11]([S:14](Cl)(=[O:16])=[O:15])=[CH:10][CH:9]=1.C(N(CC)CC)C. The catalyst is O1CCCC1.C(OCC)C. The product is [CH3:18][C:8]1[CH:13]=[CH:12][C:11]([S:14]([O:7][CH2:6][CH:3]2[CH2:4][CH2:5][O:1][CH2:2]2)(=[O:16])=[O:15])=[CH:10][CH:9]=1. The yield is 0.720.